From a dataset of NCI-60 drug combinations with 297,098 pairs across 59 cell lines. Regression. Given two drug SMILES strings and cell line genomic features, predict the synergy score measuring deviation from expected non-interaction effect. (1) Drug 1: CC(CN1CC(=O)NC(=O)C1)N2CC(=O)NC(=O)C2. Drug 2: N.N.Cl[Pt+2]Cl. Cell line: RXF 393. Synergy scores: CSS=21.1, Synergy_ZIP=-4.40, Synergy_Bliss=2.02, Synergy_Loewe=3.33, Synergy_HSA=3.24. (2) Drug 1: CC1=C(C=C(C=C1)C(=O)NC2=CC(=CC(=C2)C(F)(F)F)N3C=C(N=C3)C)NC4=NC=CC(=N4)C5=CN=CC=C5. Drug 2: CC1=C2C(C(=O)C3(C(CC4C(C3C(C(C2(C)C)(CC1OC(=O)C(C(C5=CC=CC=C5)NC(=O)OC(C)(C)C)O)O)OC(=O)C6=CC=CC=C6)(CO4)OC(=O)C)O)C)O. Cell line: NCI-H522. Synergy scores: CSS=23.4, Synergy_ZIP=16.2, Synergy_Bliss=16.3, Synergy_Loewe=7.22, Synergy_HSA=5.61. (3) Drug 1: CC1=C(C=C(C=C1)C(=O)NC2=CC(=CC(=C2)C(F)(F)F)N3C=C(N=C3)C)NC4=NC=CC(=N4)C5=CN=CC=C5. Drug 2: C1=CN(C=N1)CC(O)(P(=O)(O)O)P(=O)(O)O. Cell line: IGROV1. Synergy scores: CSS=0.661, Synergy_ZIP=-0.289, Synergy_Bliss=-0.0704, Synergy_Loewe=-1.42, Synergy_HSA=-1.30. (4) Drug 1: CCCCCOC(=O)NC1=NC(=O)N(C=C1F)C2C(C(C(O2)C)O)O. Drug 2: CC12CCC3C(C1CCC2O)C(CC4=C3C=CC(=C4)O)CCCCCCCCCS(=O)CCCC(C(F)(F)F)(F)F. Cell line: HCT116. Synergy scores: CSS=5.39, Synergy_ZIP=-0.864, Synergy_Bliss=-0.304, Synergy_Loewe=-8.20, Synergy_HSA=-6.13.